From a dataset of Full USPTO retrosynthesis dataset with 1.9M reactions from patents (1976-2016). Predict the reactants needed to synthesize the given product. (1) Given the product [CH3:26][C:25]([Si:22]([CH3:24])([CH3:23])[O:29][CH2:30][CH2:31][NH:21][CH2:20][C:5]1[CH:6]=[C:7]([C:10]2[CH:11]=[CH:12][C:13]([C:16]([F:17])([F:18])[F:19])=[CH:14][CH:15]=2)[CH:8]=[CH:9][C:4]=1[N+:1]([O-:3])=[O:2])([CH3:28])[CH3:27], predict the reactants needed to synthesize it. The reactants are: [N+:1]([C:4]1[CH:9]=[CH:8][C:7]([C:10]2[CH:15]=[CH:14][C:13]([C:16]([F:19])([F:18])[F:17])=[CH:12][CH:11]=2)=[CH:6][C:5]=1[CH2:20][NH2:21])([O-:3])=[O:2].[Si:22]([O:29][CH2:30][CH:31]=O)([C:25]([CH3:28])([CH3:27])[CH3:26])([CH3:24])[CH3:23].C(O[BH-](OC(=O)C)OC(=O)C)(=O)C.[Na+]. (2) Given the product [CH3:1][C:2]([CH3:9])([CH3:8])/[CH:3]=[CH:4]/[C:24]1[C:16]([NH:15][C:13](=[O:14])[CH2:12][C:11]([CH3:31])([CH3:10])[CH3:32])=[N:17][N:18]2[CH:23]=[CH:22][CH:21]=[N:20][C:19]=12, predict the reactants needed to synthesize it. The reactants are: [CH3:1][C:2]([CH3:9])([CH3:8])[CH:3]=[CH:4]B(O)O.[CH3:10][C:11]([CH3:32])([CH3:31])[CH2:12][C:13]([NH:15][C:16]1[C:24](C2C=NC=CC=2)=[C:19]2[N:20]=[CH:21][CH:22]=[CH:23][N:18]2[N:17]=1)=[O:14]. (3) Given the product [CH3:26][N:27]([CH3:28])[C:23]([C:16]1[C:17]2[C:22](=[CH:21][CH:20]=[CH:19][CH:18]=2)[C:11]2([CH2:12][CH2:13][N:8]([C:6]([O:5][C:1]([CH3:3])([CH3:2])[CH3:4])=[O:7])[CH2:9][CH2:10]2)[CH2:14][CH:15]=1)=[O:25], predict the reactants needed to synthesize it. The reactants are: [C:1]([O:5][C:6]([N:8]1[CH2:13][CH2:12][C:11]2([C:22]3[C:17](=[CH:18][CH:19]=[CH:20][CH:21]=3)[C:16]([C:23]([OH:25])=O)=[CH:15][CH2:14]2)[CH2:10][CH2:9]1)=[O:7])([CH3:4])([CH3:3])[CH3:2].[CH3:26][NH:27][CH3:28].Cl.CN(C)CCCN=C=NCC.O.OC1C2N=NNC=2C=CC=1. (4) Given the product [CH:1]1[C:14]2[NH:13][C:12]3[C:7](=[CH:8][CH:9]=[CH:10][CH:11]=3)[S:6][C:5]=2[CH:4]=[CH:3][C:2]=1[C:15]([NH:18][C@H:19]([C:24]([NH:26][C@H:27]([C:32]([NH:34][C@H:35]([C:40]([NH:42][C@H:43]1[CH2:47][CH2:46][O:45][CH:44]1[O:48][CH3:49])=[O:41])[CH2:36][CH:37]([CH3:38])[CH3:39])=[O:33])[CH2:28][CH:29]([CH3:31])[CH3:30])=[O:25])[CH2:20][CH:21]([CH3:23])[CH3:22])=[O:17], predict the reactants needed to synthesize it. The reactants are: [CH:1]1[C:14]2[NH:13][C:12]3[C:7](=[CH:8][CH:9]=[CH:10][CH:11]=3)[S:6][C:5]=2[CH:4]=[CH:3][C:2]=1[C:15]([OH:17])=O.[NH2:18][C@H:19]([C:24]([NH:26][C@H:27]([C:32]([NH:34][C@H:35]([C:40]([NH:42][C@H:43]1[CH2:47][CH2:46][O:45][CH:44]1[O:48][CH3:49])=[O:41])[CH2:36][CH:37]([CH3:39])[CH3:38])=[O:33])[CH2:28][CH:29]([CH3:31])[CH3:30])=[O:25])[CH2:20][CH:21]([CH3:23])[CH3:22].